Dataset: Peptide-MHC class II binding affinity with 134,281 pairs from IEDB. Task: Regression. Given a peptide amino acid sequence and an MHC pseudo amino acid sequence, predict their binding affinity value. This is MHC class II binding data. The peptide sequence is TANVPPADKYKTLEA. The MHC is HLA-DPA10201-DPB10501 with pseudo-sequence HLA-DPA10201-DPB10501. The binding affinity (normalized) is 0.